Dataset: Catalyst prediction with 721,799 reactions and 888 catalyst types from USPTO. Task: Predict which catalyst facilitates the given reaction. (1) Reactant: C1(C)C=CC=CC=1P(C1C=CC=CC=1C)C1C=CC=CC=1C.C([O-])(=O)C.[Na+].I[C:29]1[C:30]([NH:35][C:36]2[CH:37]=[C:38]([C:42]3[C:47]([CH3:48])=[CH:46][CH:45]=[C:44]([C:49]([OH:51])=[O:50])[CH:43]=3)[CH:39]=[CH:40][CH:41]=2)=[N:31][CH:32]=[N:33][CH:34]=1. Product: [CH3:48][C:47]1[CH:46]=[CH:45][C:44]([C:49]([OH:51])=[O:50])=[CH:43][C:42]=1[C:38]1[CH:37]=[C:36]2[C:41]([C:29]3[CH:34]=[N:33][CH:32]=[N:31][C:30]=3[NH:35]2)=[CH:40][CH:39]=1. The catalyst class is: 274. (2) Reactant: [CH3:1][O:2][C:3]1[C:8]([O:9][CH3:10])=[CH:7][CH:6]=[CH:5][C:4]=1[C:11]1[CH:16]=[CH:15][N:14]=[CH:13][C:12]=1[NH:17][CH3:18].[F:19][C:20]([F:35])([F:34])[C:21]1[CH:22]=[C:23]([CH:27]=[C:28]([C:30]([F:33])([F:32])[F:31])[CH:29]=1)[C:24](Cl)=[O:25]. Product: [CH3:1][O:2][C:3]1[C:8]([O:9][CH3:10])=[CH:7][CH:6]=[CH:5][C:4]=1[C:11]1[CH:16]=[CH:15][N:14]=[CH:13][C:12]=1[N:17]([CH3:18])[C:24](=[O:25])[C:23]1[CH:22]=[C:21]([C:20]([F:35])([F:34])[F:19])[CH:29]=[C:28]([C:30]([F:33])([F:32])[F:31])[CH:27]=1. The catalyst class is: 243.